Dataset: Full USPTO retrosynthesis dataset with 1.9M reactions from patents (1976-2016). Task: Predict the reactants needed to synthesize the given product. (1) Given the product [CH2:10]([N:4]1[CH2:3][C:22]([C:23]2[CH:28]=[CH:27][C:26]([Cl:29])=[C:25]([Cl:30])[CH:24]=2)=[C:21]([C:20]([OH:31])=[O:19])[CH2:5]1)[C:11]1[CH:12]=[CH:13][CH:14]=[CH:15][CH:16]=1, predict the reactants needed to synthesize it. The reactants are: CO[CH2:3][N:4]([CH2:10][C:11]1[CH:16]=[CH:15][CH:14]=[CH:13][CH:12]=1)[CH2:5][Si](C)(C)C.C([O:19][C:20](=[O:31])[C:21]#[C:22][C:23]1[CH:28]=[CH:27][C:26]([Cl:29])=[C:25]([Cl:30])[CH:24]=1)C.FC(F)(F)C(O)=O.[OH-].[Na+]. (2) The reactants are: [NH:1]1[C:9]2[C:4](=[CH:5][CH:6]=[C:7]([C:10]([O:12][CH3:13])=[O:11])[CH:8]=2)[CH:3]=[CH:2]1.[CH3:14][C:15]1[CH:22]=[CH:21][CH:20]=[C:19]([CH3:23])[C:16]=1[CH2:17]Cl.C(N1C2C(=CC=C(C(O)=O)C=2)C=C1)C1C=CC=CC=1. Given the product [CH3:14][C:15]1[CH:22]=[CH:21][CH:20]=[C:19]([CH3:23])[C:16]=1[CH2:17][N:1]1[C:9]2[C:4](=[CH:5][CH:6]=[C:7]([C:10]([O:12][CH3:13])=[O:11])[CH:8]=2)[CH:3]=[CH:2]1, predict the reactants needed to synthesize it.